This data is from Peptide-MHC class II binding affinity with 134,281 pairs from IEDB. The task is: Regression. Given a peptide amino acid sequence and an MHC pseudo amino acid sequence, predict their binding affinity value. This is MHC class II binding data. The peptide sequence is DSEEPLQGPFNFRFL. The MHC is HLA-DPA10201-DPB10501 with pseudo-sequence HLA-DPA10201-DPB10501. The binding affinity (normalized) is 0.246.